This data is from Reaction yield outcomes from USPTO patents with 853,638 reactions. The task is: Predict the reaction yield, written as a fraction of the theoretical maximum amount of product (1.0 means a 100% yield; for example, 0.34 means a 34% yield). (1) The product is [CH3:14][C:9]1[NH:10][C:11]([CH3:13])=[CH:12][C:8]=1[C:6]1[CH:5]=[CH:4][CH:3]=[C:2]([C:19]2[CH:20]=[CH:21][C:16]([F:15])=[C:17]([CH3:26])[C:18]=2[CH3:25])[N:7]=1. The reactants are Br[C:2]1[N:7]=[C:6]([C:8]2[CH:12]=[C:11]([CH3:13])[NH:10][C:9]=2[CH3:14])[CH:5]=[CH:4][CH:3]=1.[F:15][C:16]1[CH:21]=[CH:20][C:19](B(O)O)=[C:18]([CH3:25])[C:17]=1[CH3:26].C(=O)([O-])[O-].[Na+].[Na+].C(O)C. The yield is 0.890. The catalyst is C1C=CC([P]([Pd]([P](C2C=CC=CC=2)(C2C=CC=CC=2)C2C=CC=CC=2)([P](C2C=CC=CC=2)(C2C=CC=CC=2)C2C=CC=CC=2)[P](C2C=CC=CC=2)(C2C=CC=CC=2)C2C=CC=CC=2)(C2C=CC=CC=2)C2C=CC=CC=2)=CC=1.O. (2) The reactants are [CH2:1]([OH:4])[C:2]#[CH:3].Br[C:6]1[CH:11]=[C:10]([CH3:12])[CH:9]=[CH:8][C:7]=1[NH:13][C:14]([CH:16]1[CH2:21][NH:20][C:19]2[CH:22]=[C:23]([O:26][C:27]([F:30])([F:29])[F:28])[CH:24]=[CH:25][C:18]=2[O:17]1)=[O:15].C(N(CC)CC)C. The catalyst is CN(C=O)C.Cl[Pd](Cl)([P](C1C=CC=CC=1)(C1C=CC=CC=1)C1C=CC=CC=1)[P](C1C=CC=CC=1)(C1C=CC=CC=1)C1C=CC=CC=1.[Cu]I. The product is [OH:4][CH2:1][C:2]#[C:3][C:6]1[CH:11]=[C:10]([CH3:12])[CH:9]=[CH:8][C:7]=1[NH:13][C:14]([CH:16]1[O:17][C:18]2[CH:25]=[CH:24][C:23]([O:26][C:27]([F:30])([F:28])[F:29])=[CH:22][C:19]=2[NH:20][CH2:21]1)=[O:15]. The yield is 0.720. (3) The reactants are Cl[C:2]1[C:14]2[C:13]3[C:8](=[CH:9][CH:10]=[CH:11][CH:12]=3)[NH:7][C:6]=2[N:5]=[C:4]([NH:15][C:16](=[O:21])[C:17]([CH3:20])([CH3:19])[CH3:18])[N:3]=1.[CH3:22][O:23][C:24]1[CH:31]=[CH:30][C:27]([NH:28][CH3:29])=[CH:26][CH:25]=1. No catalyst specified. The product is [CH3:22][O:23][C:24]1[CH:31]=[CH:30][C:27]([N:28]([CH3:29])[C:2]2[C:14]3[C:13]4[C:8](=[CH:9][CH:10]=[CH:11][CH:12]=4)[NH:7][C:6]=3[N:5]=[C:4]([NH:15][C:16](=[O:21])[C:17]([CH3:20])([CH3:19])[CH3:18])[N:3]=2)=[CH:26][CH:25]=1. The yield is 0.370. (4) The reactants are [F:8][C:7]([F:10])([F:9])[C:6](O[C:6](=[O:11])[C:7]([F:10])([F:9])[F:8])=[O:11].[Br:14][C:15]1[CH:21]=[CH:20][C:18]([NH2:19])=[C:17]([CH:22]2[CH2:26][CH2:25][CH2:24][O:23]2)[CH:16]=1.[N+:27]([O-])([O-:29])=[O:28].[NH4+]. No catalyst specified. The product is [Br:14][C:15]1[CH:16]=[C:17]([CH:22]2[CH2:26][CH2:25][CH2:24][O:23]2)[C:18]([NH:19][C:6](=[O:11])[C:7]([F:8])([F:9])[F:10])=[C:20]([N+:27]([O-:29])=[O:28])[CH:21]=1. The yield is 0.620. (5) The reactants are ClN1C(=O)CCC1=O.[F:9][C:10]1[CH:11]=[CH:12][C:13]([CH:16]=[N:17][OH:18])=[N:14][CH:15]=1.CN([CH:22]=[CH:23][C:24]([O:26][CH2:27][CH3:28])=[O:25])C.C(N(CC)CC)C.Cl. The catalyst is CN(C=O)C.C(Cl)(Cl)Cl. The product is [CH2:27]([O:26][C:24]([C:23]1[C:16]([C:13]2[CH:12]=[CH:11][C:10]([F:9])=[CH:15][N:14]=2)=[N:17][O:18][CH:22]=1)=[O:25])[CH3:28]. The yield is 0.720.